This data is from Forward reaction prediction with 1.9M reactions from USPTO patents (1976-2016). The task is: Predict the product of the given reaction. (1) Given the reactants N[CH2:2][C:3]([C:5]1[CH:10]=[CH:9][CH:8]=[CH:7][CH:6]=1)=[O:4].C([N:13](CC)CC)C.[F:18][C:19]1[CH:27]=[CH:26][C:22]([C:23](Cl)=[O:24])=[CH:21][CH:20]=1, predict the reaction product. The product is: [C:3]([C:5]1[CH:10]=[CH:9][CH:8]=[CH:7][C:6]=1[NH:13][C:23](=[O:24])[C:22]1[CH:26]=[CH:27][C:19]([F:18])=[CH:20][CH:21]=1)(=[O:4])[CH3:2]. (2) Given the reactants [Br:1][C:2]1[CH:20]=[CH:19][C:5]([CH2:6][CH:7]2[C:14]3[CH:13]=[C:12]([C:15]([O:17]C)=[O:16])[NH:11][C:10]=3[CH2:9][CH2:8]2)=[CH:4][CH:3]=1.[OH-].[Li+].CO, predict the reaction product. The product is: [Br:1][C:2]1[CH:3]=[CH:4][C:5]([CH2:6][CH:7]2[C:14]3[CH:13]=[C:12]([C:15]([OH:17])=[O:16])[NH:11][C:10]=3[CH2:9][CH2:8]2)=[CH:19][CH:20]=1. (3) Given the reactants [CH3:1][O:2][C:3]1[CH:8]=[C:7]([C:9]2[C:17]3[C:12](=[N:13][CH:14]=[CH:15][CH:16]=3)[N:11]([S:18]([C:21]3[CH:26]=[CH:25][CH:24]=[CH:23][CH:22]=3)(=[O:20])=[O:19])[CH:10]=2)[N:6]=[C:5]([NH:27][CH2:28][C:29]2[CH:30]=[C:31]([OH:35])[CH:32]=[CH:33][CH:34]=2)[N:4]=1.O[CH2:37][CH2:38][CH2:39][NH:40][C:41](=[O:47])[O:42][C:43]([CH3:46])([CH3:45])[CH3:44].C1(P(C2C=CC=CC=2)C2C=CC=CC=2)C=CC=CC=1.N(C(OC(C)C)=O)=NC(OC(C)C)=O, predict the reaction product. The product is: [CH3:1][O:2][C:3]1[CH:8]=[C:7]([C:9]2[C:17]3[C:12](=[N:13][CH:14]=[CH:15][CH:16]=3)[N:11]([S:18]([C:21]3[CH:22]=[CH:23][CH:24]=[CH:25][CH:26]=3)(=[O:20])=[O:19])[CH:10]=2)[N:6]=[C:5]([NH:27][CH2:28][C:29]2[CH:30]=[C:31]([CH:32]=[CH:33][CH:34]=2)[O:35][CH2:37][CH2:38][CH2:39][NH:40][C:41](=[O:47])[O:42][C:43]([CH3:46])([CH3:45])[CH3:44])[N:4]=1. (4) Given the reactants C([O:3][C:4]([C:6]1[NH:7][C:8]2[C:13]([C:14]=1[CH2:15][N:16]1[CH2:21][CH2:20][CH:19]([C:22]3[C:27]([Cl:28])=[CH:26][CH:25]=[CH:24][C:23]=3[Cl:29])[CH2:18][CH2:17]1)=[CH:12][CH:11]=[CH:10][CH:9]=2)=O)C.CC(C[AlH]CC(C)C)C, predict the reaction product. The product is: [NH4+:7].[OH-:3].[ClH:28].[Cl:28][C:27]1[CH:26]=[CH:25][CH:24]=[C:23]([Cl:29])[C:22]=1[CH:19]1[CH2:20][CH2:21][N:16]([CH2:15][C:14]2[C:13]3[C:8](=[CH:9][CH:10]=[CH:11][CH:12]=3)[NH:7][C:6]=2[CH2:4][OH:3])[CH2:17][CH2:18]1. (5) The product is: [Cl:10][C:11]1[CH:12]=[C:13]2[C:14]([CH2:17][C:5]3([C@H:20]4[C@H:21]([CH3:26])[O:22][C@H:23]([CH3:25])[CH2:24][N:19]42)[C:4](=[O:8])[NH:3][C:2](=[O:9])[NH:1][C:6]3=[O:7])=[CH:15][N:16]=1. Given the reactants [NH:1]1[C:6](=[O:7])[CH2:5][C:4](=[O:8])[NH:3][C:2]1=[O:9].[Cl:10][C:11]1[N:16]=[CH:15][C:14]([CH:17]=O)=[C:13]([N:19]2[CH2:24][C@H:23]([CH3:25])[O:22][C@H:21]([CH3:26])[CH2:20]2)[CH:12]=1, predict the reaction product.